Dataset: Catalyst prediction with 721,799 reactions and 888 catalyst types from USPTO. Task: Predict which catalyst facilitates the given reaction. (1) The catalyst class is: 2. Reactant: [Cl:1][C:2]1[CH:7]=[CH:6][CH:5]=[CH:4][C:3]=1[N:8]1[CH2:17][CH2:16][C:15]2[C:10](=[CH:11][CH:12]=[C:13]([OH:18])[CH:14]=2)[C:9]1=[O:19].N1C=CC=CC=1.[F:26][C:27]([F:40])([F:39])[S:28](O[S:28]([C:27]([F:40])([F:39])[F:26])(=[O:30])=[O:29])(=[O:30])=[O:29]. Product: [F:26][C:27]([F:40])([F:39])[S:28]([O:18][C:13]1[CH:14]=[C:15]2[C:10](=[CH:11][CH:12]=1)[C:9](=[O:19])[N:8]([C:3]1[CH:4]=[CH:5][CH:6]=[CH:7][C:2]=1[Cl:1])[CH2:17][CH2:16]2)(=[O:30])=[O:29]. (2) Reactant: [OH-].[K+].[F:3][C:4]1[C:24]([N:25]2[CH2:29][CH2:28][CH2:27][C@H:26]2[CH2:30][NH:31][C:32]2[CH:37]=[CH:36][CH:35]=[CH:34][CH:33]=2)=[CH:23][C:7]2[C:8]3[C:9](=[O:22])[C:10]([C:17]([O:19]CC)=[O:18])=[CH:11][N:12]([CH3:16])[C:13]=3[CH:14]=[N:15][C:6]=2[CH:5]=1.Cl. Product: [F:3][C:4]1[C:24]([N:25]2[CH2:29][CH2:28][CH2:27][C@H:26]2[CH2:30][NH:31][C:32]2[CH:33]=[CH:34][CH:35]=[CH:36][CH:37]=2)=[CH:23][C:7]2[C:8]3[C:9](=[O:22])[C:10]([C:17]([OH:19])=[O:18])=[CH:11][N:12]([CH3:16])[C:13]=3[CH:14]=[N:15][C:6]=2[CH:5]=1. The catalyst class is: 40. (3) Reactant: [F:1][C:2]1[CH:3]=[C:4]([CH:26]=[CH:27][C:28]=1[CH3:29])[CH2:5][N:6]1[CH2:10][CH2:9][CH:8]([N:11]2[CH2:16][CH2:15][C@@H:14]([C:17]3[CH:22]=[CH:21][C:20]([OH:23])=[CH:19][CH:18]=3)[C@H:13](O)[CH2:12]2)[C:7]1=[O:25].CCN(S(F)(F)[F:36])CC. Product: [F:36][C@H:13]1[C@H:14]([C:17]2[CH:22]=[CH:21][C:20]([OH:23])=[CH:19][CH:18]=2)[CH2:15][CH2:16][N:11]([CH:8]2[CH2:9][CH2:10][N:6]([CH2:5][C:4]3[CH:26]=[CH:27][C:28]([CH3:29])=[C:2]([F:1])[CH:3]=3)[C:7]2=[O:25])[CH2:12]1. The catalyst class is: 2. (4) Reactant: Cl[C:2]1[N:7]=[C:6]([Cl:8])[N:5]=[CH:4][N:3]=1.C(N(CC)C(C)C)(C)C.[F:18][C:19]1[CH:20]=[C:21]([CH:23]=[C:24]([F:36])[C:25]=1[N:26]1[CH2:31][CH2:30][N:29]([CH:32]2[CH2:35][O:34][CH2:33]2)[CH2:28][CH2:27]1)[NH2:22]. Product: [Cl:8][C:6]1[N:5]=[CH:4][N:3]=[C:2]([NH:22][C:21]2[CH:20]=[C:19]([F:18])[C:25]([N:26]3[CH2:27][CH2:28][N:29]([CH:32]4[CH2:33][O:34][CH2:35]4)[CH2:30][CH2:31]3)=[C:24]([F:36])[CH:23]=2)[N:7]=1. The catalyst class is: 288. (5) Reactant: Br[C:2]1[CH:8]=[CH:7][C:6]([Cl:9])=[CH:5][C:3]=1[NH2:4].[F:10][C:11]1[CH:16]=[CH:15][C:14](B(O)O)=[CH:13][CH:12]=1.C(=O)([O-])[O-].[Cs+].[Cs+]. Product: [Cl:9][C:6]1[CH:5]=[C:3]([NH2:4])[C:2]([C:14]2[CH:15]=[CH:16][C:11]([F:10])=[CH:12][CH:13]=2)=[CH:8][CH:7]=1. The catalyst class is: 20.